Predict the reactants needed to synthesize the given product. From a dataset of Retrosynthesis with 50K atom-mapped reactions and 10 reaction types from USPTO. The reactants are: CCc1nnn([C@H]2C[C@@H](n3cnc4c(NCC(c5ccc(O)cc5)c5ccc(O)cc5)nc(N5CC[C@@H](NC(=O)OC(C)(C)C)C5)nc43)[C@H](O)[C@@H]2O)n1. Given the product CCc1nnn([C@H]2C[C@@H](n3cnc4c(NCC(c5ccc(O)cc5)c5ccc(O)cc5)nc(N5CC[C@@H](N)C5)nc43)[C@H](O)[C@@H]2O)n1, predict the reactants needed to synthesize it.